Dataset: Reaction yield outcomes from USPTO patents with 853,638 reactions. Task: Predict the reaction yield, written as a fraction of the theoretical maximum amount of product (1.0 means a 100% yield; for example, 0.34 means a 34% yield). (1) The reactants are [C:1]([O:5][C:6]([N:8]1[C@@:12]([CH3:16])([C:13]([OH:15])=O)[CH2:11][O:10][C:9]1([CH3:18])[CH3:17])=[O:7])([CH3:4])([CH3:3])[CH3:2].CN(C(ON1N=NC2C=CC=NC1=2)=[N+](C)C)C.F[P-](F)(F)(F)(F)F.CCN(C(C)C)C(C)C.[CH2:52]([S:60][C:61]1[CH:70]=[CH:69][C:64]([C:65]([NH:67][NH2:68])=[O:66])=[CH:63][C:62]=1[C:71]([F:74])([F:73])[F:72])[CH2:53][CH2:54][CH2:55][CH2:56][CH2:57][CH2:58][CH3:59].C([O-])(O)=O.[Na+]. The catalyst is CN(C=O)C.C1COCC1. The product is [CH3:17][C:9]1([CH3:18])[N:8]([C:6]([O:5][C:1]([CH3:2])([CH3:3])[CH3:4])=[O:7])[C@@:12]([CH3:16])([C:13]([NH:68][NH:67][C:65](=[O:66])[C:64]2[CH:69]=[CH:70][C:61]([S:60][CH2:52][CH2:53][CH2:54][CH2:55][CH2:56][CH2:57][CH2:58][CH3:59])=[C:62]([C:71]([F:72])([F:73])[F:74])[CH:63]=2)=[O:15])[CH2:11][O:10]1. The yield is 0.840. (2) The reactants are [NH2:1][C:2]1[CH:10]=[CH:9][CH:8]=[C:7]([CH2:11][NH:12][C:13]([O:15][C:16]([CH3:19])([CH3:18])[CH3:17])=[O:14])[C:3]=1[C:4]([OH:6])=O.N1[CH:24]=[CH:23]N=C1.C(Cl)(=O)C.Cl.[NH2:30][CH:31]1[CH2:36][CH2:35][C:34](=[O:37])[NH:33][C:32]1=[O:38].P(OC1C=CC=CC=1)(OC1C=CC=CC=1)OC1C=CC=CC=1. The catalyst is C(#N)C.O. The product is [C:16]([O:15][C:13](=[O:14])[NH:12][CH2:11][C:7]1[CH:8]=[CH:9][CH:10]=[C:2]2[C:3]=1[C:4](=[O:6])[N:30]([CH:31]1[CH2:36][CH2:35][C:34](=[O:37])[NH:33][C:32]1=[O:38])[C:23]([CH3:24])=[N:1]2)([CH3:19])([CH3:18])[CH3:17]. The yield is 0.540. (3) The reactants are N[C:2]1[CH:6]=[CH:5][N:4]([C:7]2[CH:8]=[N:9][CH:10]=[CH:11][CH:12]=2)[N:3]=1.[ClH:13].N([O-])=O.[Na+].[OH-].[Na+]. The catalyst is O.[Cu]Cl.C1(C)C=CC=CC=1. The product is [Cl:13][C:2]1[CH:6]=[CH:5][N:4]([C:7]2[CH:8]=[N:9][CH:10]=[CH:11][CH:12]=2)[N:3]=1. The yield is 0.610. (4) The reactants are [Br:1][C:2]1[CH:3]=[C:4]([S:8](Cl)(=[O:10])=[O:9])[CH:5]=[CH:6][CH:7]=1.[CH3:12][O:13][CH2:14][CH2:15][NH2:16]. No catalyst specified. The product is [Br:1][C:2]1[CH:3]=[C:4]([S:8]([NH:16][CH2:15][CH2:14][O:13][CH3:12])(=[O:10])=[O:9])[CH:5]=[CH:6][CH:7]=1. The yield is 0.990. (5) The reactants are [NH2:1][CH:2]1[CH2:7][CH2:6][N:5]([C:8]2[S:9][C:10]([C:14]([O:16][CH2:17][CH3:18])=[O:15])=[C:11]([CH3:13])[N:12]=2)[CH2:4][CH2:3]1.[Cl:19][C:20]1[N:21]=[C:22]([C:27](O)=[O:28])[NH:23][C:24]=1[CH2:25][CH3:26].CCN=C=NCCCN(C)C.Cl.ON1C2C=CC=CC=2N=N1.CN1CCOCC1. No catalyst specified. The product is [Cl:19][C:20]1[N:21]=[C:22]([C:27]([NH:1][CH:2]2[CH2:7][CH2:6][N:5]([C:8]3[S:9][C:10]([C:14]([O:16][CH2:17][CH3:18])=[O:15])=[C:11]([CH3:13])[N:12]=3)[CH2:4][CH2:3]2)=[O:28])[NH:23][C:24]=1[CH2:25][CH3:26]. The yield is 0.940. (6) The reactants are [OH:1][C:2]1[CH:14]=[CH:13][C:12]2[C:11]3[C:6](=[CH:7][CH:8]=[CH:9][CH:10]=3)[C:5](=[O:15])[C:4]=2[CH:3]=1.[N:16]12[CH2:23][CH2:22][CH:19]([CH2:20][CH2:21]1)[C@@H:18](O)[CH2:17]2.C1(P(C2C=CC=CC=2)C2C=CC=CC=2)C=CC=CC=1.CCOC(/N=N/C(OCC)=O)=O. The catalyst is C1COCC1. The product is [N:16]12[CH2:23][CH2:22][CH:19]([CH2:20][CH2:21]1)[C@H:18]([O:1][C:2]1[CH:14]=[CH:13][C:12]3[C:11]4[C:6](=[CH:7][CH:8]=[CH:9][CH:10]=4)[C:5](=[O:15])[C:4]=3[CH:3]=1)[CH2:17]2. The yield is 0.340. (7) The reactants are CN1C(C(OC)=O)CNC1=O.[CH3:12][N:13]1[CH:17]([C:18]([O:20][CH3:21])=[O:19])[CH2:16][N:15]([C:22]2[CH2:23][CH2:24][N:25]([C:28]([O:30][C:31]([CH3:34])([CH3:33])[CH3:32])=[O:29])[CH2:26][CH:27]=2)[C:14]1=[O:35]. The catalyst is C(OCC)(=O)C.[Pd]. The product is [CH3:12][N:13]1[CH:17]([C:18]([O:20][CH3:21])=[O:19])[CH2:16][N:15]([CH:22]2[CH2:23][CH2:24][N:25]([C:28]([O:30][C:31]([CH3:33])([CH3:32])[CH3:34])=[O:29])[CH2:26][CH2:27]2)[C:14]1=[O:35]. The yield is 0.150. (8) The reactants are [C:1]([O:5][C:6]([NH:8][C@@H:9]([CH2:13][C:14]1[CH:19]=[CH:18][C:17]([N+:20]([O-:22])=[O:21])=[CH:16][CH:15]=1)[C:10]([OH:12])=O)=[O:7])([CH3:4])([CH3:3])[CH3:2].C(N(CC)CC)C.ClC(OCC(C)C)=O.[N+:38](=[CH2:40])=[N-:39]. The catalyst is C1COCC1.CCOCC. The product is [C:1]([O:5][C:6](=[O:7])[NH:8][C@@H:9]([CH2:13][C:14]1[CH:19]=[CH:18][C:17]([N+:20]([O-:22])=[O:21])=[CH:16][CH:15]=1)[C:10](=[O:12])[CH:40]=[N+:38]=[N-:39])([CH3:2])([CH3:3])[CH3:4]. The yield is 0.820.